This data is from Forward reaction prediction with 1.9M reactions from USPTO patents (1976-2016). The task is: Predict the product of the given reaction. (1) Given the reactants [C:1]([O:5][C:6]([N:8]1[C@@H:12]([CH2:13][CH:14]=[O:15])[CH2:11][O:10][C:9]1([CH3:17])[CH3:16])=[O:7])([CH3:4])([CH3:3])[CH3:2].[CH3:18][Mg]Br, predict the reaction product. The product is: [C:1]([O:5][C:6]([N:8]1[C@@H:12]([CH2:13][C@H:14]([OH:15])[CH3:18])[CH2:11][O:10][C:9]1([CH3:17])[CH3:16])=[O:7])([CH3:4])([CH3:3])[CH3:2]. (2) Given the reactants [NH2:1][C:2]1[CH:7]=[C:6]([CH3:8])[CH:5]=[CH:4][C:3]=1[OH:9].[N+:10]([C:13]1[CH:21]=[CH:20][C:16]([C:17](Cl)=O)=[CH:15][CH:14]=1)([O-:12])=[O:11], predict the reaction product. The product is: [CH3:8][C:6]1[CH:5]=[CH:4][C:3]2[O:9][C:17]([C:16]3[CH:20]=[CH:21][C:13]([N+:10]([O-:12])=[O:11])=[CH:14][CH:15]=3)=[N:1][C:2]=2[CH:7]=1. (3) The product is: [O:13]=[CH:14][C@@H:15]([C@H:17]([C@@H:19]([C@@H:21]([C:23]([OH:25])=[O:24])[OH:22])[OH:20])[OH:18])[OH:16].[OH:1][CH:2]1[O:10][C@H:9]([CH2:11][OH:12])[C@@H:7]([OH:8])[C@H:5]([OH:6])[C@H:3]1[NH2:4]. Given the reactants [OH:1][CH:2]1[O:10][C@H:9]([CH2:11][OH:12])[C@@H:7]([OH:8])[C@H:5]([OH:6])[C@H:3]1[NH2:4].[O:13]=[CH:14][C@@H:15]([C@H:17]([C@@H:19]([C@@H:21]([C:23]([OH:25])=[O:24])[OH:22])[OH:20])[OH:18])[OH:16], predict the reaction product. (4) Given the reactants [CH3:1][C:2]1[N:7]=[C:6]([C:8]2[NH:12][C:11]([CH2:13][C:14]3[CH:15]=[C:16]([CH:18]=[CH:19][CH:20]=3)[NH2:17])=[N:10][C:9]=2[C:21]2[CH:22]=[C:23]3[C:28](=[CH:29][CH:30]=2)[N:27]=[CH:26][CH:25]=[CH:24]3)[CH:5]=[CH:4][CH:3]=1.Br[CH2:32][CH2:33][CH2:34][CH2:35]Br.O, predict the reaction product. The product is: [CH3:1][C:2]1[N:7]=[C:6]([C:8]2[NH:12][C:11]([CH2:13][C:14]3[CH:20]=[CH:19][CH:18]=[C:16]([N:17]4[CH2:35][CH2:34][CH2:33][CH2:32]4)[CH:15]=3)=[N:10][C:9]=2[C:21]2[CH:22]=[C:23]3[C:28](=[CH:29][CH:30]=2)[N:27]=[CH:26][CH:25]=[CH:24]3)[CH:5]=[CH:4][CH:3]=1. (5) The product is: [CH:11]1([C:7]2[N:6]([CH2:16][O:17][CH2:18][CH2:19][Si:20]([CH3:23])([CH3:22])[CH3:21])[C:5]3[C:4](=[O:24])[N:3]([CH2:25][CH:26]([CH3:28])[CH3:27])[C:2]([O:48][C:47]4[C:42]([CH3:41])=[N:43][CH:44]=[CH:45][CH:46]=4)=[N:10][C:9]=3[N:8]=2)[CH2:15][CH2:14][CH2:13][CH2:12]1. Given the reactants Cl[C:2]1[N:3]([CH2:25][CH:26]([CH3:28])[CH3:27])[C:4](=[O:24])[C:5]2[N:6]([CH2:16][O:17][CH2:18][CH2:19][Si:20]([CH3:23])([CH3:22])[CH3:21])[C:7]([CH:11]3[CH2:15][CH2:14][CH2:13][CH2:12]3)=[N:8][C:9]=2[N:10]=1.CN1CCCC1.C(=O)([O-])[O-].[K+].[K+].[CH3:41][C:42]1[C:47]([OH:48])=[CH:46][CH:45]=[CH:44][N:43]=1, predict the reaction product. (6) Given the reactants [Cl:1][C:2]1[N:3]=[CH:4][NH:5][CH:6]=1.[CH2:7]([O:10][C:11]1[CH:16]=[C:15]([N+:17]([O-:19])=[O:18])[CH:14]=[CH:13][C:12]=1Cl)[CH:8]=[CH2:9].[OH-].[K+], predict the reaction product. The product is: [CH2:7]([O:10][C:11]1[CH:16]=[C:15]([N+:17]([O-:19])=[O:18])[CH:14]=[CH:13][C:12]=1[N:5]1[CH:6]=[C:2]([Cl:1])[N:3]=[CH:4]1)[CH:8]=[CH2:9]. (7) The product is: [CH3:23][CH:21]1[O:22][CH:17]([CH3:16])[CH2:18][N:19]([CH2:1][C:3]2[CH:8]=[CH:7][C:6]([CH2:9][CH2:10][C:11]([O:13][CH2:14][CH3:15])=[O:12])=[CH:5][CH:4]=2)[CH2:20]1. Given the reactants [CH:1]([C:3]1[CH:8]=[CH:7][C:6]([CH2:9][CH2:10][C:11]([O:13][CH2:14][CH3:15])=[O:12])=[CH:5][CH:4]=1)=O.[CH3:16][CH:17]1[O:22][CH:21]([CH3:23])[CH2:20][NH:19][CH2:18]1.C(O[BH-](OC(=O)C)OC(=O)C)(=O)C.[Na+], predict the reaction product. (8) Given the reactants [I:1][C:2]1[CH:7]=[CH:6][C:5]([N+:8]([O-])=O)=[CH:4][C:3]=1[C:11]([F:14])([F:13])[F:12], predict the reaction product. The product is: [NH2:8][C:5]1[CH:4]=[C:3]([C:11]([F:14])([F:12])[F:13])[C:2]([I:1])=[CH:7][CH:6]=1. (9) Given the reactants [CH3:1][C:2]1[NH:3][CH:4]=[CH:5][C:6]=1[C:7]([O:9][CH2:10][CH3:11])=[O:8].[H-].[Na+].CS(O[CH:19]([CH:21]1[CH2:26][CH2:25][CH2:24][CH2:23][CH2:22]1)[CH3:20])(=O)=O, predict the reaction product. The product is: [CH:21]1([CH:19]([N:3]2[CH:4]=[CH:5][C:6]([C:7]([O:9][CH2:10][CH3:11])=[O:8])=[C:2]2[CH3:1])[CH3:20])[CH2:26][CH2:25][CH2:24][CH2:23][CH2:22]1. (10) The product is: [CH3:29][O:28][C:26]1[CH:25]=[C:22]([CH:21]=[C:20]([O:19][CH3:18])[CH:27]=1)[CH2:23][NH:1][C@@H:2]([CH3:17])[C@@H:3]([C:5]1[CH:6]=[CH:7][C:8]([OH:16])=[C:9]([NH:11][S:12]([CH3:15])(=[O:14])=[O:13])[CH:10]=1)[OH:4]. Given the reactants [NH2:1][C@@H:2]([CH3:17])[C@@H:3]([C:5]1[CH:6]=[CH:7][C:8]([OH:16])=[C:9]([NH:11][S:12]([CH3:15])(=[O:14])=[O:13])[CH:10]=1)[OH:4].[CH3:18][O:19][C:20]1[CH:21]=[C:22]([CH:25]=[C:26]([O:28][CH3:29])[CH:27]=1)[CH:23]=O.O, predict the reaction product.